From a dataset of Peptide-MHC class I binding affinity with 185,985 pairs from IEDB/IMGT. Regression. Given a peptide amino acid sequence and an MHC pseudo amino acid sequence, predict their binding affinity value. This is MHC class I binding data. (1) The peptide sequence is SQFPTAFEF. The MHC is Mamu-B52 with pseudo-sequence Mamu-B52. The binding affinity (normalized) is 0.781. (2) The peptide sequence is LMYDIINSV. The MHC is HLA-C07:01 with pseudo-sequence HLA-C07:01. The binding affinity (normalized) is 0.224. (3) The peptide sequence is PMMCPFLFL. The MHC is HLA-A24:02 with pseudo-sequence HLA-A24:02. The binding affinity (normalized) is 0.429. (4) The peptide sequence is SDIAGTTSSV. The binding affinity (normalized) is 0. The MHC is Mamu-A11 with pseudo-sequence Mamu-A11. (5) The peptide sequence is VEMGEAAAI. The MHC is HLA-B44:02 with pseudo-sequence HLA-B44:02. The binding affinity (normalized) is 0.763. (6) The peptide sequence is QLVFNSISAR. The MHC is HLA-A33:01 with pseudo-sequence HLA-A33:01. The binding affinity (normalized) is 0.392.